This data is from Forward reaction prediction with 1.9M reactions from USPTO patents (1976-2016). The task is: Predict the product of the given reaction. (1) Given the reactants [CH3:1][CH:2]([CH2:4][CH2:5][CH2:6][C@H:7]([C@@H:9]1[C@:26]2([CH3:27])[C@H:12]([C@H:13]3[C@H:23]([CH2:24][CH2:25]2)[C@:21]2([CH3:22])[C:16]([CH2:17][C@@H:18]([O:28][C:29](=[O:42])[C:30]4[CH:35]=[C:34]([N+:36]([O-])=O)[CH:33]=[C:32]([N+:39]([O-])=O)[CH:31]=4)[CH2:19][CH2:20]2)=[CH:15][CH2:14]3)[CH2:11][CH2:10]1)[CH3:8])[CH3:3], predict the reaction product. The product is: [NH2:36][C:34]1[CH:35]=[C:30]([CH:31]=[C:32]([NH2:39])[CH:33]=1)[C:29]([O:28][C@H:18]1[CH2:19][CH2:20][C@@:21]2([CH3:22])[C:16](=[CH:15][CH2:14][C@@H:13]3[C@@H:23]2[CH2:24][CH2:25][C@@:26]2([CH3:27])[C@H:12]3[CH2:11][CH2:10][C@@H:9]2[C@H:7]([CH3:8])[CH2:6][CH2:5][CH2:4][CH:2]([CH3:3])[CH3:1])[CH2:17]1)=[O:42]. (2) The product is: [Br:1][C:2]1[CH:3]=[CH:4][C:5]([F:22])=[C:6]([C@@:8]2([CH3:21])[N:17]=[C:16]([NH2:23])[C:11]3([CH2:15][CH:14]=[CH:13][CH2:12]3)[S:10](=[O:20])(=[O:19])[CH2:9]2)[CH:7]=1. Given the reactants [Br:1][C:2]1[CH:3]=[CH:4][C:5]([F:22])=[C:6]([C@@:8]2([CH3:21])[NH:17][C:16](=S)[C:11]3([CH2:15][CH:14]=[CH:13][CH2:12]3)[S:10](=[O:20])(=[O:19])[CH2:9]2)[CH:7]=1.[NH3:23], predict the reaction product. (3) Given the reactants [F:1]/[C:2](=[CH:8]\[C:9]1[C:14](=[O:15])[N:13]2[CH:16]=[CH:17][C:18]([CH2:20][CH2:21][C:22]3[S:23][CH:24]=[C:25]([CH:27]([CH3:29])[CH3:28])[N:26]=3)=[CH:19][C:12]2=[N:11][C:10]=1[N:30]1[CH2:35][CH2:34][O:33][CH2:32][CH2:31]1)/[C:3]([O:5]CC)=[O:4].[OH-].[Li+], predict the reaction product. The product is: [F:1]/[C:2](=[CH:8]\[C:9]1[C:14](=[O:15])[N:13]2[CH:16]=[CH:17][C:18]([CH2:20][CH2:21][C:22]3[S:23][CH:24]=[C:25]([CH:27]([CH3:29])[CH3:28])[N:26]=3)=[CH:19][C:12]2=[N:11][C:10]=1[N:30]1[CH2:35][CH2:34][O:33][CH2:32][CH2:31]1)/[C:3]([OH:5])=[O:4]. (4) Given the reactants [OH:1][CH2:2][CH2:3][CH2:4][CH2:5][CH2:6][CH2:7][NH:8][C:9]([NH:11][S:12]([C:15]1[CH:20]=[CH:19][C:18]([CH3:21])=[CH:17][CH:16]=1)(=[O:14])=[O:13])=[NH:10].[CH2:22]([O:29][C:30](=[O:45])[C@H:31]([CH2:40][CH2:41][C:42](O)=[O:43])[NH:32][C:33]([O:35][C:36]([CH3:39])([CH3:38])[CH3:37])=[O:34])[C:23]1[CH:28]=[CH:27][CH:26]=[CH:25][CH:24]=1.C1CCC(N=C=NC2CCCCC2)CC1, predict the reaction product. The product is: [C:36]([O:35][C:33]([NH:32][CH:31]([CH2:40][CH2:41][C:42]([O:1][CH2:2][CH2:3][CH2:4][CH2:5][CH2:6][CH2:7][NH:8][C:9]([NH:11][S:12]([C:15]1[CH:16]=[CH:17][C:18]([CH3:21])=[CH:19][CH:20]=1)(=[O:14])=[O:13])=[NH:10])=[O:43])[C:30]([O:29][CH2:22][C:23]1[CH:24]=[CH:25][CH:26]=[CH:27][CH:28]=1)=[O:45])=[O:34])([CH3:39])([CH3:38])[CH3:37]. (5) Given the reactants [CH2:1]([N:8]1[CH2:13][CH2:12][O:11][CH:10]([C:14]([C:25]2[CH:30]=[CH:29][CH:28]=[CH:27][CH:26]=2)([OH:24])[CH2:15][C:16]2[CH:21]=[CH:20][CH:19]=[CH:18][C:17]=2OC)[CH2:9]1)[C:2]1[CH:7]=[CH:6][CH:5]=[CH:4][CH:3]=1.[Cl:31]C1C=CC=CC=1CCl, predict the reaction product. The product is: [CH2:1]([N:8]1[CH2:13][CH2:12][O:11][CH:10]([C:14]([C:25]2[CH:30]=[CH:29][CH:28]=[CH:27][CH:26]=2)([OH:24])[CH2:15][C:16]2[CH:21]=[CH:20][CH:19]=[CH:18][C:17]=2[Cl:31])[CH2:9]1)[C:2]1[CH:7]=[CH:6][CH:5]=[CH:4][CH:3]=1. (6) The product is: [CH3:35][S:32]([C:29]1[CH:30]=[CH:31][C:26]([CH2:25][O:1][C:2]2[CH:3]=[CH:4][C:5]3[C:6]4[N:7]([CH2:21][CH2:22][N:23]=4)[C:8]([NH:12][C:13](=[O:20])[C:14]4[CH:19]=[CH:18][CH:17]=[N:16][CH:15]=4)=[N:9][C:10]=3[CH:11]=2)=[CH:27][CH:28]=1)(=[O:33])=[O:34]. Given the reactants [OH:1][C:2]1[CH:3]=[CH:4][C:5]2[C:6]3[N:7]([CH2:21][CH2:22][N:23]=3)[C:8]([NH:12][C:13](=[O:20])[C:14]3[CH:19]=[CH:18][CH:17]=[N:16][CH:15]=3)=[N:9][C:10]=2[CH:11]=1.Cl[CH2:25][C:26]1[CH:31]=[CH:30][C:29]([S:32]([CH3:35])(=[O:34])=[O:33])=[CH:28][CH:27]=1, predict the reaction product. (7) Given the reactants [NH2:1][C:2]1[CH:7]=[CH:6][C:5]([NH:8][C:9]([CH:11]2[CH:15]([C:16]3[CH:21]=[CH:20][CH:19]=[C:18]([Cl:22])[C:17]=3[F:23])[C:14]([C:26]3[CH:31]=[CH:30][C:29]([Cl:32])=[CH:28][C:27]=3[F:33])([C:24]#[N:25])[CH:13]([CH2:34][C:35]([CH3:38])([CH3:37])[CH3:36])[NH:12]2)=[O:10])=[CH:4][CH:3]=1.[CH3:39][S:40](O[S:40]([CH3:39])(=[O:42])=[O:41])(=[O:42])=[O:41].C(N(CC)CC)C, predict the reaction product. The product is: [CH3:39][S:40]([NH:1][C:2]1[CH:7]=[CH:6][C:5]([NH:8][C:9]([CH:11]2[CH:15]([C:16]3[CH:21]=[CH:20][CH:19]=[C:18]([Cl:22])[C:17]=3[F:23])[C:14]([C:26]3[CH:31]=[CH:30][C:29]([Cl:32])=[CH:28][C:27]=3[F:33])([C:24]#[N:25])[CH:13]([CH2:34][C:35]([CH3:38])([CH3:37])[CH3:36])[NH:12]2)=[O:10])=[CH:4][CH:3]=1)(=[O:42])=[O:41]. (8) Given the reactants [C:1]1([N:7]2[C:11]3[CH:12]=[CH:13][CH:14]=[CH:15][C:10]=3[N:9]=[C:8]2[C:16]2[CH:21]=[CH:20][C:19](B3OC(C)(C)C(C)(C)O3)=[CH:18][CH:17]=2)[CH:6]=[CH:5][CH:4]=[CH:3][CH:2]=1.[Br:31][C:32]1[CH:37]=[CH:36][C:35](I)=[CH:34][CH:33]=1.C(=O)([O-])[O-].[K+].[K+], predict the reaction product. The product is: [Br:31][C:32]1[CH:37]=[CH:36][C:35]([C:19]2[CH:18]=[CH:17][C:16]([C:8]3[N:7]([C:1]4[CH:2]=[CH:3][CH:4]=[CH:5][CH:6]=4)[C:11]4[CH:12]=[CH:13][CH:14]=[CH:15][C:10]=4[N:9]=3)=[CH:21][CH:20]=2)=[CH:34][CH:33]=1.